This data is from Full USPTO retrosynthesis dataset with 1.9M reactions from patents (1976-2016). The task is: Predict the reactants needed to synthesize the given product. (1) Given the product [CH:20]12[CH2:28][CH:24]3[CH2:23][CH:22]([CH2:27][CH:26]([CH2:25]3)[CH:19]1[NH:18][C:16]([C@H:11]1[CH2:12][O:13][CH2:14][CH2:15][N:10]1[CH2:9][CH2:8][NH2:7])=[O:17])[CH2:21]2, predict the reactants needed to synthesize it. The reactants are: C(OC(=O)[NH:7][CH2:8][CH2:9][N:10]1[CH2:15][CH2:14][O:13][CH2:12][C@@H:11]1[C:16]([NH:18][CH:19]1[CH:26]2[CH2:27][CH:22]3[CH2:23][CH:24]([CH2:28][CH:20]1[CH2:21]3)[CH2:25]2)=[O:17])(C)(C)C.Cl. (2) Given the product [F:1][C@H:2]1[CH2:6][CH2:5][N:4]([CH:7]2[CH2:12][CH2:11][N:10]([C:13]3[CH:18]=[CH:17][C:16]([NH2:19])=[C:15]([O:22][CH3:23])[CH:14]=3)[CH2:9][CH2:8]2)[CH2:3]1, predict the reactants needed to synthesize it. The reactants are: [F:1][C@H:2]1[CH2:6][CH2:5][N:4]([CH:7]2[CH2:12][CH2:11][N:10]([C:13]3[CH:18]=[CH:17][C:16]([N+:19]([O-])=O)=[C:15]([O:22][CH3:23])[CH:14]=3)[CH2:9][CH2:8]2)[CH2:3]1.FC1(F)CCCN(C2CCN(C3C=CC(N)=C(OC)C=3)CC2)C1. (3) Given the product [CH:22]1([C:20]([N:17]2[CH2:18][CH2:19][C@@H:15]([CH2:14][N:13]3[C:12](=[O:25])[C:11]([CH3:26])=[C:10]([CH3:27])[N:9]=[C:8]3[C:5]3[CH:6]=[CH:7][C:2]([C:33]4[CH:34]=[CH:35][C:30]([F:29])=[CH:31][CH:32]=4)=[CH:3][C:4]=3[F:28])[CH2:16]2)=[O:21])[CH2:24][CH2:23]1, predict the reactants needed to synthesize it. The reactants are: Br[C:2]1[CH:7]=[CH:6][C:5]([C:8]2[N:13]([CH2:14][C@@H:15]3[CH2:19][CH2:18][N:17]([C:20]([CH:22]4[CH2:24][CH2:23]4)=[O:21])[CH2:16]3)[C:12](=[O:25])[C:11]([CH3:26])=[C:10]([CH3:27])[N:9]=2)=[C:4]([F:28])[CH:3]=1.[F:29][C:30]1[CH:35]=[CH:34][C:33](B(O)O)=[CH:32][CH:31]=1. (4) Given the product [Br:1][C:2]1[CH:7]=[CH:6][C:5]([C:8]2[O:9][C:10]([CH3:20])=[C:11]([CH2:13][CH2:14][N:27]3[CH2:31][CH2:30][C@@H:29]([OH:32])[CH2:28]3)[N:12]=2)=[CH:4][CH:3]=1, predict the reactants needed to synthesize it. The reactants are: [Br:1][C:2]1[CH:7]=[CH:6][C:5]([C:8]2[O:9][C:10]([CH3:20])=[C:11]([CH2:13][CH2:14]OS(C)(=O)=O)[N:12]=2)=[CH:4][CH:3]=1.C(=O)([O-])[O-].[K+].[K+].[NH:27]1[CH2:31][CH2:30][C@@H:29]([OH:32])[CH2:28]1.CC1C=CC(S([O-])(=O)=O)=CC=1.